Dataset: NCI-60 drug combinations with 297,098 pairs across 59 cell lines. Task: Regression. Given two drug SMILES strings and cell line genomic features, predict the synergy score measuring deviation from expected non-interaction effect. (1) Drug 1: CC1=C(C(=CC=C1)Cl)NC(=O)C2=CN=C(S2)NC3=CC(=NC(=N3)C)N4CCN(CC4)CCO. Drug 2: CCCCC(=O)OCC(=O)C1(CC(C2=C(C1)C(=C3C(=C2O)C(=O)C4=C(C3=O)C=CC=C4OC)O)OC5CC(C(C(O5)C)O)NC(=O)C(F)(F)F)O. Cell line: NCI-H460. Synergy scores: CSS=48.6, Synergy_ZIP=1.69, Synergy_Bliss=0.480, Synergy_Loewe=-0.746, Synergy_HSA=-0.0287. (2) Drug 1: C1=C(C(=O)NC(=O)N1)F. Drug 2: C1C(C(OC1N2C=NC3=C(N=C(N=C32)Cl)N)CO)O. Cell line: BT-549. Synergy scores: CSS=39.3, Synergy_ZIP=-13.8, Synergy_Bliss=-5.96, Synergy_Loewe=-1.78, Synergy_HSA=-0.617. (3) Drug 1: C1=NNC2=C1C(=O)NC=N2. Drug 2: CC12CCC3C(C1CCC2OP(=O)(O)O)CCC4=C3C=CC(=C4)OC(=O)N(CCCl)CCCl.[Na+]. Cell line: HOP-62. Synergy scores: CSS=0.000500, Synergy_ZIP=3.13, Synergy_Bliss=2.11, Synergy_Loewe=3.12, Synergy_HSA=-3.60. (4) Drug 1: C1CC(C1)(C(=O)O)C(=O)O.[NH2-].[NH2-].[Pt+2]. Drug 2: C1CCC(C(C1)N)N.C(=O)(C(=O)[O-])[O-].[Pt+4]. Cell line: HOP-62. Synergy scores: CSS=23.1, Synergy_ZIP=-10.1, Synergy_Bliss=2.77, Synergy_Loewe=-3.61, Synergy_HSA=2.70. (5) Drug 1: CC1=C(C(CCC1)(C)C)C=CC(=CC=CC(=CC(=O)O)C)C. Drug 2: CCCCCOC(=O)NC1=NC(=O)N(C=C1F)C2C(C(C(O2)C)O)O. Cell line: NCI-H522. Synergy scores: CSS=-0.929, Synergy_ZIP=1.12, Synergy_Bliss=1.75, Synergy_Loewe=-1.59, Synergy_HSA=-1.45.